From a dataset of Full USPTO retrosynthesis dataset with 1.9M reactions from patents (1976-2016). Predict the reactants needed to synthesize the given product. (1) Given the product [CH3:1][O:2][C:3]1[CH:25]=[CH:24][C:6]([CH2:7][N:8]2[CH2:17][CH2:16][C:15]3[C:10](=[CH:11][CH:12]=[C:13]([C:18]4([CH:21]=[O:38])[CH2:20][CH2:19]4)[CH:14]=3)[C:9]2=[O:23])=[CH:5][CH:4]=1, predict the reactants needed to synthesize it. The reactants are: [CH3:1][O:2][C:3]1[CH:25]=[CH:24][C:6]([CH2:7][N:8]2[CH2:17][CH2:16][C:15]3[C:10](=[CH:11][CH:12]=[C:13]([C:18]4([C:21]#N)[CH2:20][CH2:19]4)[CH:14]=3)[C:9]2=[O:23])=[CH:5][CH:4]=1.CC(C[AlH]CC(C)C)C.C1C[O:38]CC1. (2) Given the product [S:1]1[C:5]2[CH2:6][CH2:7][CH2:8][CH2:9][C:4]=2[N:3]=[C:2]1[C:10]1[C:14]([C:15]([O:17][CH2:18][CH3:19])=[O:16])=[CH:13][N:12]([CH2:21][O:22][CH2:23][CH2:24][Si:25]([CH3:28])([CH3:27])[CH3:26])[N:11]=1, predict the reactants needed to synthesize it. The reactants are: [S:1]1[C:5]2[CH2:6][CH2:7][CH2:8][CH2:9][C:4]=2[N:3]=[C:2]1[C:10]1[C:14]([C:15]([O:17][CH2:18][CH3:19])=[O:16])=[CH:13][NH:12][N:11]=1.Cl[CH2:21][O:22][CH2:23][CH2:24][Si:25]([CH3:28])([CH3:27])[CH3:26].[H-].[Na+]. (3) Given the product [CH2:21]([C:22]1[O:11][C:10]([C:8]2[CH:7]=[CH:6][C:5]3[NH:1][CH:2]=[N:3][C:4]=3[CH:9]=2)=[N:12][N:13]=1)[CH2:20][C:14]1[CH:19]=[CH:18][CH:17]=[CH:16][CH:15]=1, predict the reactants needed to synthesize it. The reactants are: [N:1]1[C:5]2[CH:6]=[CH:7][C:8]([C:10]([NH:12][NH2:13])=[O:11])=[CH:9][C:4]=2[NH:3][CH:2]=1.[C:14]1([CH2:20][CH2:21][C:22](Cl)=O)[CH:19]=[CH:18][CH:17]=[CH:16][CH:15]=1.O=P(Cl)(Cl)Cl. (4) Given the product [Br:1][C:2]1[CH:3]=[C:4]([NH:8][S:17]([C:11]2[CH:12]=[CH:13][C:14]([F:16])=[CH:15][C:10]=2[F:9])(=[O:19])=[O:18])[CH:5]=[N:6][CH:7]=1, predict the reactants needed to synthesize it. The reactants are: [Br:1][C:2]1[CH:3]=[C:4]([NH2:8])[CH:5]=[N:6][CH:7]=1.[F:9][C:10]1[CH:15]=[C:14]([F:16])[CH:13]=[CH:12][C:11]=1[S:17](Cl)(=[O:19])=[O:18]. (5) Given the product [F:18][C:19]([F:32])([F:31])[S:20]([O:8][C:9]1[CH2:13][CH2:12][CH2:11][C:10]=1[C:14]([O:16][CH3:17])=[O:15])(=[O:22])=[O:21], predict the reactants needed to synthesize it. The reactants are: C(N(CC)CC)C.[O:8]=[C:9]1[CH2:13][CH2:12][CH2:11][CH:10]1[C:14]([O:16][CH3:17])=[O:15].[F:18][C:19]([F:32])([F:31])[S:20](O[S:20]([C:19]([F:32])([F:31])[F:18])(=[O:22])=[O:21])(=[O:22])=[O:21].O. (6) Given the product [F:36][C:33]1[CH:34]=[CH:35][C:14]([NH:13][C:12]2[C:7]3[C:6]([CH3:38])=[C:5]([C:2]([NH2:3])=[O:4])[S:37][C:8]=3[N:9]=[CH:10][N:11]=2)=[C:15]([O:16][C@H:17]2[CH2:22][CH2:21][CH2:20][C@@H:19]([NH:23][CH3:24])[CH2:18]2)[CH:32]=1, predict the reactants needed to synthesize it. The reactants are: Cl.[C:2]([C:5]1[S:37][C:8]2[N:9]=[CH:10][N:11]=[C:12]([NH:13][C:14]3[CH:35]=[CH:34][C:33]([F:36])=[CH:32][C:15]=3[O:16][CH:17]3[CH2:22][CH2:21][CH2:20][CH:19]([N:23](C)[C:24](=O)OC(C)(C)C)[CH2:18]3)[C:7]=2[C:6]=1[CH3:38])(=[O:4])[NH2:3].CO. (7) The reactants are: ClC1C=C(N(C2C=CC(F)=CC=2C)C(OC(OC(=O)CC)C)=O)C=CC=1C(=O)C1C=CC=CC=1C.Cl[CH:37]([O:39][C:40](=[O:67])[N:41]([C:50]1[CH:55]=[CH:54][C:53]([C:56](=[O:65])[C:57]2[CH:62]=[CH:61][C:60]([Cl:63])=[CH:59][C:58]=2[CH3:64])=[C:52]([Cl:66])[CH:51]=1)[C:42]1[CH:47]=[CH:46][C:45]([F:48])=[CH:44][C:43]=1[CH3:49])[CH3:38].[OH:68][C:69]([CH3:74])([CH3:73])[C:70]([O-:72])=[O:71].C([N+](CCCC)(CCCC)CCCC)CCC. Given the product [Cl:66][C:52]1[CH:51]=[C:50]([N:41]([C:42]2[CH:47]=[CH:46][C:45]([F:48])=[CH:44][C:43]=2[CH3:49])[C:40]([O:39][CH:37]([O:72][C:70](=[O:71])[C:69]([OH:68])([CH3:74])[CH3:73])[CH3:38])=[O:67])[CH:55]=[CH:54][C:53]=1[C:56](=[O:65])[C:57]1[CH:62]=[CH:61][C:60]([Cl:63])=[CH:59][C:58]=1[CH3:64], predict the reactants needed to synthesize it.